This data is from Forward reaction prediction with 1.9M reactions from USPTO patents (1976-2016). The task is: Predict the product of the given reaction. Given the reactants C(OC([NH:8][CH2:9][CH2:10][CH2:11][O:12][CH2:13][O:14][CH2:15][CH2:16][N:17]1[C:21]2[CH:22]=[CH:23][C:24]([C:26]([OH:28])=O)=[CH:25][C:20]=2[N:19]=[CH:18]1)=O)(C)(C)C.[NH2:29][C:30]1[S:31][C:32]([CH3:35])=[N:33][N:34]=1, predict the reaction product. The product is: [CH3:35][C:32]1[S:31][C:30]([NH:29][C:26]([C:24]2[CH:23]=[CH:22][C:21]3[N:17]([CH2:16][CH2:15][O:14][CH2:13][O:12][CH2:11][CH2:10][CH2:9][NH2:8])[CH:18]=[N:19][C:20]=3[CH:25]=2)=[O:28])=[N:34][N:33]=1.